This data is from Forward reaction prediction with 1.9M reactions from USPTO patents (1976-2016). The task is: Predict the product of the given reaction. (1) The product is: [C:12]([O:11][C:9]([NH:16][C:17]1[CH:18]=[C:19]([C@@:24]2([CH3:46])[C@@H:31]([C:32]3[CH:33]=[CH:34][C:35]([Cl:38])=[CH:36][CH:37]=3)[N:30]3[C:26]([S:27][C:28]([C:42]([O:44][CH3:45])=[O:43])=[C:29]3[CH:39]([CH3:41])[CH3:40])=[N:25]2)[CH:20]=[CH:21][C:22]=1[Cl:23])=[O:10])([CH3:13])([CH3:14])[CH3:15]. Given the reactants [C:9](O[C:9]([O:11][C:12]([CH3:15])([CH3:14])[CH3:13])=[O:10])([O:11][C:12]([CH3:15])([CH3:14])[CH3:13])=[O:10].[NH2:16][C:17]1[CH:18]=[C:19]([C@@:24]2([CH3:46])[C@@H:31]([C:32]3[CH:37]=[CH:36][C:35]([Cl:38])=[CH:34][CH:33]=3)[N:30]3[C:26]([S:27][C:28]([C:42]([O:44][CH3:45])=[O:43])=[C:29]3[CH:39]([CH3:41])[CH3:40])=[N:25]2)[CH:20]=[CH:21][C:22]=1[Cl:23], predict the reaction product. (2) Given the reactants [NH2:1][C:2]1[CH:3]=[CH:4][C:5]([Cl:11])=[C:6]([CH:10]=1)[C:7]([NH2:9])=[O:8].[N:12]([O-])=O.[Na+].S(=O)(=O)(O)N.O.O.[Sn](Cl)(Cl)(Cl)Cl.[OH-].[Na+], predict the reaction product. The product is: [NH:1]([C:2]1[CH:3]=[CH:4][C:5]([Cl:11])=[C:6]([CH:10]=1)[C:7]([NH2:9])=[O:8])[NH2:12]. (3) The product is: [C:1]12([C:11]([C:25]3[CH2:26][C:17]4[C:18]([CH:24]=3)=[CH:19][CH:20]=[CH:21][CH:16]=4)=[O:12])[CH2:10][CH:5]3[CH2:6][CH:7]([CH2:9][CH:3]([CH2:4]3)[CH2:2]1)[CH2:8]2. Given the reactants [C:1]12([C:11](Cl)=[O:12])[CH2:10][CH:5]3[CH2:6][CH:7]([CH2:9][CH:3]([CH2:4]3)[CH2:2]1)[CH2:8]2.CO[C:16]1[CH:17]=[C:18]([CH:24]=[CH:25][C:26](=O)C(C)(C)C)[CH:19]=[C:20](OC)[CH:21]=1, predict the reaction product. (4) Given the reactants [O:1]([C:8]1[CH:9]=[C:10]([OH:14])[CH:11]=[CH:12][CH:13]=1)[C:2]1[CH:7]=[CH:6][CH:5]=[CH:4][CH:3]=1.[Br:15]Br, predict the reaction product. The product is: [Br:15][C:13]1[CH:12]=[CH:11][C:10]([OH:14])=[CH:9][C:8]=1[O:1][C:2]1[CH:3]=[CH:4][CH:5]=[CH:6][CH:7]=1. (5) Given the reactants [Cl:1][C:2]1[CH:3]=[C:4]([C:10]2[CH:14]=[CH:13][N:12]([CH2:15][C@H:16]([NH:18][C:19]([C:21]3[NH:25][C:24]([CH2:26][NH:27]C(=O)OC(C)(C)C)=[N:23][CH:22]=3)=[O:20])[CH3:17])[N:11]=2)[CH:5]=[CH:6][C:7]=1[C:8]#[N:9].Cl, predict the reaction product. The product is: [NH2:27][CH2:26][C:24]1[NH:25][C:21]([C:19]([NH:18][C@H:16]([CH3:17])[CH2:15][N:12]2[CH:13]=[CH:14][C:10]([C:4]3[CH:5]=[CH:6][C:7]([C:8]#[N:9])=[C:2]([Cl:1])[CH:3]=3)=[N:11]2)=[O:20])=[CH:22][N:23]=1.